From a dataset of Reaction yield outcomes from USPTO patents with 853,638 reactions. Predict the reaction yield, written as a fraction of the theoretical maximum amount of product (1.0 means a 100% yield; for example, 0.34 means a 34% yield). The reactants are C[O:2][C:3](=[O:21])[C:4]1[C:9]([O:10][C:11]2[CH:16]=[C:15]([Cl:17])[C:14]([Br:18])=[CH:13][C:12]=2[Cl:19])=[CH:8][C:7]([CH3:20])=[N:6][CH:5]=1.O.O.[OH-].[Li+].Cl. The catalyst is O1CCOCC1.ClCCl. The product is [Br:18][C:14]1[C:15]([Cl:17])=[CH:16][C:11]([O:10][C:9]2[C:4]([C:3]([OH:21])=[O:2])=[CH:5][N:6]=[C:7]([CH3:20])[CH:8]=2)=[C:12]([Cl:19])[CH:13]=1. The yield is 1.00.